Dataset: Reaction yield outcomes from USPTO patents with 853,638 reactions. Task: Predict the reaction yield, written as a fraction of the theoretical maximum amount of product (1.0 means a 100% yield; for example, 0.34 means a 34% yield). (1) The reactants are [CH3:1][C@@H:2]1[CH2:30][O:29][C@@:5]2([O:9][C@H:8]3[CH2:10][C@H:11]4[C@@H:16]5[CH2:17][CH2:18][C@@H:19]6[CH2:24][C@@H:23]([OH:25])[CH2:22][CH2:21][C@:20]6([CH3:26])[C@H:15]5[CH2:14][CH2:13][C@:12]4([CH3:27])[C@H:7]3[C@@H:6]2[CH3:28])[CH2:4][CH2:3]1.[Cr](O)(O)(=O)=O.CCCCCC.CCOC(C)=O. The catalyst is CC(C)=O.OS(O)(=O)=O.O. The product is [CH3:1][C@H:2]1[CH2:30][O:29][C@@:5]2([O:9][C@H:8]3[CH2:10][C@H:11]4[C@@H:16]5[CH2:17][CH2:18][C@@H:19]6[CH2:24][C:23](=[O:25])[CH2:22][CH2:21][C@:20]6([CH3:26])[C@H:15]5[CH2:14][CH2:13][C@:12]4([CH3:27])[C@H:7]3[C@@H:6]2[CH3:28])[CH2:4][CH2:3]1. The yield is 0.500. (2) The product is [CH3:1][N:2]([CH2:7][C:8]1[N:9]([CH3:17])[C:10]2[C:15]([CH:16]=1)=[CH:14][CH:13]=[CH:12][CH:11]=2)[C:3](=[O:6])/[CH:4]=[CH:5]/[C:28]1[CH:27]=[N:26][C:25]([NH:24][C:18]2[CH:23]=[CH:22][CH:21]=[CH:20][CH:19]=2)=[CH:30][CH:29]=1. The yield is 0.690. The reactants are [CH3:1][N:2]([CH2:7][C:8]1[N:9]([CH3:17])[C:10]2[C:15]([CH:16]=1)=[CH:14][CH:13]=[CH:12][CH:11]=2)[C:3](=[O:6])[CH:4]=[CH2:5].[C:18]1([NH:24][C:25]2[CH:30]=[CH:29][C:28](Br)=[CH:27][N:26]=2)[CH:23]=[CH:22][CH:21]=[CH:20][CH:19]=1.CCN(C(C)C)C(C)C.CC1C=CC=CC=1P(C1C=CC=CC=1C)C1C=CC=CC=1C. The catalyst is C(#N)CC.CC([O-])=O.CC([O-])=O.[Pd+2]. (3) The reactants are [O:1]=[C:2]1[C:7]2[CH:8]=[CH:9][C:10]([C:12]([F:15])([F:14])[F:13])=[CH:11][C:6]=2[S:5][C:4]([C:16]2[N:21]=[C:20]([CH2:22][CH2:23][C:24]([O:26]C(C)(C)C)=[O:25])[CH:19]=[CH:18][CH:17]=2)=[N:3]1.FC(F)(F)C(O)=O. No catalyst specified. The product is [O:1]=[C:2]1[C:7]2[CH:8]=[CH:9][C:10]([C:12]([F:14])([F:13])[F:15])=[CH:11][C:6]=2[S:5][C:4]([C:16]2[N:21]=[C:20]([CH2:22][CH2:23][C:24]([OH:26])=[O:25])[CH:19]=[CH:18][CH:17]=2)=[N:3]1. The yield is 0.880. (4) The reactants are [CH3:1][N:2]1[C:6]([CH3:7])=[CH:5][C:4]([NH:8][C:9]2[C:14](=[O:15])[N:13]([CH3:16])[CH:12]=[C:11]([C:17]3[CH:22]=[CH:21][N:20]=[C:19]([N:23]4[CH2:35][CH2:34][C:33]5[N:32]6[C:27]([CH2:28][CH2:29][CH2:30][CH2:31]6)=[C:26]([F:36])[C:25]=5[C:24]4=[O:37])[C:18]=3[CH:38]=[O:39])[CH:10]=2)=[N:3]1.[BH4-].[Na+]. The catalyst is CO. The product is [CH3:1][N:2]1[C:6]([CH3:7])=[CH:5][C:4]([NH:8][C:9]2[C:14](=[O:15])[N:13]([CH3:16])[CH:12]=[C:11]([C:17]3[CH:22]=[CH:21][N:20]=[C:19]([N:23]4[CH2:35][CH2:34][C:33]5[N:32]6[C:27]([CH2:28][CH2:29][CH2:30][CH2:31]6)=[C:26]([F:36])[C:25]=5[C:24]4=[O:37])[C:18]=3[CH2:38][OH:39])[CH:10]=2)=[N:3]1. The yield is 0.520. (5) The reactants are [Cl:1][C:2]1[CH:7]=[C:6]([CH2:8]O)[CH:5]=[C:4]([NH:10][CH2:11][C:12]2[CH:17]=[CH:16][C:15]([O:18][CH3:19])=[CH:14][CH:13]=2)[N:3]=1.C(N(CC)CC)C.CS(Cl)(=O)=O.[CH:32]([C:35]1[C:40](=[O:41])[NH:39][C:38](=[O:42])[NH:37][C:36]=1[C:43]([C:45]1[CH:46]=[C:47]([CH:52]=[CH:53][C:54]#[N:55])[CH:48]=[C:49]([CH3:51])[CH:50]=1)=[O:44])([CH3:34])[CH3:33].C(=O)([O-])[O-].[K+].[K+].[I-].[Li+]. The catalyst is C(Cl)(Cl)Cl.ClCCl.CN(C=O)C. The product is [Cl:1][C:2]1[CH:7]=[C:6]([CH2:8][N:37]2[C:36]([C:43]([C:45]3[CH:46]=[C:47]([CH:52]=[CH:53][C:54]#[N:55])[CH:48]=[C:49]([CH3:51])[CH:50]=3)=[O:44])=[C:35]([CH:32]([CH3:33])[CH3:34])[C:40](=[O:41])[NH:39][C:38]2=[O:42])[CH:5]=[C:4]([NH:10][CH2:11][C:12]2[CH:17]=[CH:16][C:15]([O:18][CH3:19])=[CH:14][CH:13]=2)[N:3]=1. The yield is 0.550. (6) The reactants are CO[C:3](=O)[NH:4][C:5]1[CH:6]=[N:7][C:8]([N:18]2[CH2:23][CH2:22][N:21]([CH3:24])[CH2:20][CH2:19]2)=[CH:9][C:10]=1[C:11]1[CH:16]=[CH:15][CH:14]=[CH:13][C:12]=1[CH3:17].COCCO[AlH2-]OCCOC.[Na+]. The catalyst is ClCCl.C1(C)C=CC=CC=1. The product is [CH3:3][NH:4][C:5]1[CH:6]=[N:7][C:8]([N:18]2[CH2:23][CH2:22][N:21]([CH3:24])[CH2:20][CH2:19]2)=[CH:9][C:10]=1[C:11]1[CH:16]=[CH:15][CH:14]=[CH:13][C:12]=1[CH3:17]. The yield is 0.890.